Dataset: Peptide-MHC class I binding affinity with 185,985 pairs from IEDB/IMGT. Task: Regression. Given a peptide amino acid sequence and an MHC pseudo amino acid sequence, predict their binding affinity value. This is MHC class I binding data. (1) The peptide sequence is LTFLHTLYK. The MHC is HLA-B58:01 with pseudo-sequence HLA-B58:01. The binding affinity (normalized) is 0.0847. (2) The peptide sequence is FASASSYAI. The MHC is HLA-C05:01 with pseudo-sequence HLA-C05:01. The binding affinity (normalized) is 0.375.